Dataset: Reaction yield outcomes from USPTO patents with 853,638 reactions. Task: Predict the reaction yield, written as a fraction of the theoretical maximum amount of product (1.0 means a 100% yield; for example, 0.34 means a 34% yield). (1) The reactants are [CH3:1][N:2]([C@H:13]1[CH2:16][N:15](C2C=CC(OC)=CC=2)[C:14]1=[O:25])[C:3](=[O:12])[O:4][CH2:5][C:6]1[CH:11]=[CH:10][CH:9]=[CH:8][CH:7]=1.CC#N.O.O=[N+]([O-])[O-].[O-][N+](=O)[O-].[O-][N+](=O)[O-].[O-][N+](=O)[O-].[O-][N+](=O)[O-].[O-][N+](=O)[O-].[Ce+4].[NH4+].[NH4+].C([O-])(O)=O.[Na+]. The catalyst is O.CCOC(C)=O. The product is [CH3:1][N:2]([C@H:13]1[CH2:16][NH:15][C:14]1=[O:25])[C:3](=[O:12])[O:4][CH2:5][C:6]1[CH:11]=[CH:10][CH:9]=[CH:8][CH:7]=1. The yield is 0.920. (2) The reactants are [F:1][C:2]1([F:44])[C:9]2[C:8]([C:10]([F:13])([F:12])[F:11])=[N:7][N:6]([CH2:14][C:15]([NH:17][C@H:18]([C:28]3[C:33]([C:34]4[CH:35]=[CH:36][C:37]([F:43])=[C:38]([CH:42]=4)[C:39]([NH2:41])=[O:40])=[CH:32][CH:31]=[CH:30][N:29]=3)[CH2:19][C:20]3[CH:25]=[C:24]([F:26])[CH:23]=[C:22]([F:27])[CH:21]=3)=[O:16])[C:5]=2[CH2:4][CH2:3]1.CC(O)=[O:47]. No catalyst specified. The product is [F:44][C:2]1([F:1])[C:9]2[C:8]([C:10]([F:11])([F:13])[F:12])=[N:7][N:6]([CH2:14][C:15]([NH:17][C@H:18]([C:28]3[C:33]([C:34]4[CH:35]=[CH:36][C:37]([F:43])=[C:38]([CH:42]=4)[C:39]([NH2:41])=[O:40])=[CH:32][CH:31]=[CH:30][N:29]=3)[CH2:19][C:20]3[CH:25]=[C:24]([F:26])[CH:23]=[C:22]([F:27])[CH:21]=3)=[O:16])[C:5]=2[C:4](=[O:47])[CH2:3]1. The yield is 0.240. (3) The reactants are [Cl:1][C:2]1[N:3]=[C:4](Cl)[C:5]2[CH2:10][N:9]([C:11]([O:13][C:14]([CH3:17])([CH3:16])[CH3:15])=[O:12])[CH2:8][C:6]=2[N:7]=1.[CH:19]1([NH:22][C:23]([NH:25][C:26]2[CH:31]=[CH:30][C:29](B3OC(C)(C)C(C)(C)O3)=[CH:28][CH:27]=2)=[O:24])[CH2:21][CH2:20]1.C([O-])([O-])=O.[Na+].[Na+].C(Cl)Cl. The catalyst is Cl[Pd](Cl)([P](C1C=CC=CC=1)(C1C=CC=CC=1)C1C=CC=CC=1)[P](C1C=CC=CC=1)(C1C=CC=CC=1)C1C=CC=CC=1.O1CCOCC1.O. The product is [Cl:1][C:2]1[N:3]=[C:4]([C:29]2[CH:30]=[CH:31][C:26]([NH:25][C:23]([NH:22][CH:19]3[CH2:20][CH2:21]3)=[O:24])=[CH:27][CH:28]=2)[C:5]2[CH2:10][N:9]([C:11]([O:13][C:14]([CH3:17])([CH3:16])[CH3:15])=[O:12])[CH2:8][C:6]=2[N:7]=1. The yield is 0.450. (4) The reactants are [C:1]([C:3]1[CH:4]=[C:5]([NH:9][C:10](=[O:13])[CH2:11][CH3:12])[CH:6]=[CH:7][CH:8]=1)#[N:2].[H-].[Na+].[F:16][C:17]([F:28])([F:27])[O:18][C:19]1[CH:26]=[CH:25][C:22]([CH2:23]Br)=[CH:21][CH:20]=1.CC(O)C. The catalyst is CN(C=O)C.CCOC(C)=O. The product is [C:1]([C:3]1[CH:4]=[C:5]([N:9]([CH2:23][C:22]2[CH:25]=[CH:26][C:19]([O:18][C:17]([F:16])([F:27])[F:28])=[CH:20][CH:21]=2)[C:10](=[O:13])[CH2:11][CH3:12])[CH:6]=[CH:7][CH:8]=1)#[N:2]. The yield is 0.870. (5) The reactants are C([SiH2][O:6][C:7]1[CH2:8][CH2:9][N:10]([C:13]([O:15][C:16]([CH3:19])([CH3:18])[CH3:17])=[O:14])[CH2:11][CH:12]=1)(C)(C)C.[B-](F)(F)(F)[F:21].[B-](F)(F)(F)F.C1[N+]2(CCl)CC[N+](F)(CC2)C1. The catalyst is C(#N)C.C(OCC)(=O)C. The product is [F:21][CH:8]1[C:7](=[O:6])[CH2:12][CH2:11][N:10]([C:13]([O:15][C:16]([CH3:19])([CH3:18])[CH3:17])=[O:14])[CH2:9]1. The yield is 0.730. (6) The reactants are [Cl-].O[NH3+:3].[C:4](=[O:7])([O-])[OH:5].[Na+].CS(C)=O.[CH2:13]([C:15]([OH:54])([CH2:52][CH3:53])[CH2:16][O:17][C@H:18]1[CH2:23][CH2:22][C@H:21]([N:24]2[C:29](=[O:30])[C:28]([CH2:31][C:32]3[CH:37]=[CH:36][C:35]([C:38]4[C:39]([C:44]#[N:45])=[CH:40][CH:41]=[CH:42][CH:43]=4)=[CH:34][CH:33]=3)=[C:27]([CH2:46][CH2:47][CH3:48])[N:26]3[N:49]=[CH:50][N:51]=[C:25]23)[CH2:20][CH2:19]1)[CH3:14]. The catalyst is C(OCC)(=O)C. The product is [CH2:13]([C:15]([OH:54])([CH2:52][CH3:53])[CH2:16][O:17][C@H:18]1[CH2:23][CH2:22][C@H:21]([N:24]2[C:29](=[O:30])[C:28]([CH2:31][C:32]3[CH:33]=[CH:34][C:35]([C:38]4[CH:43]=[CH:42][CH:41]=[CH:40][C:39]=4[C:44]4[NH:3][C:4](=[O:7])[O:5][N:45]=4)=[CH:36][CH:37]=3)=[C:27]([CH2:46][CH2:47][CH3:48])[N:26]3[N:49]=[CH:50][N:51]=[C:25]23)[CH2:20][CH2:19]1)[CH3:14]. The yield is 0.650. (7) The reactants are Cl[CH2:2][CH2:3][CH2:4][C:5]([O:7][C:8]1([CH2:13][CH3:14])[CH2:12][CH2:11][CH2:10][CH2:9]1)=[O:6].[NH2:15][C:16]1[CH:21]=[CH:20][CH:19]=[CH:18][CH:17]=1.N1C(C)=CC=CC=1C.[I-].[Na+]. The catalyst is O. The product is [C:16]1([NH:15][CH2:2][CH2:3][CH2:4][C:5]([O:7][C:8]2([CH2:13][CH3:14])[CH2:12][CH2:11][CH2:10][CH2:9]2)=[O:6])[CH:21]=[CH:20][CH:19]=[CH:18][CH:17]=1. The yield is 0.760. (8) The reactants are [F:1][CH:2]([F:11])[O:3][C:4]1[CH:10]=[CH:9][C:7]([NH2:8])=[CH:6][CH:5]=1.Cl[C:13]1[C:14](=[O:32])[N:15]([CH2:25][C:26]2[CH:27]=[N:28][CH:29]=[CH:30][CH:31]=2)[C:16](=[O:24])[C:17]=1[C:18]1[CH:23]=[CH:22][CH:21]=[CH:20][CH:19]=1. The catalyst is CC#N. The product is [F:1][CH:2]([F:11])[O:3][C:4]1[CH:10]=[CH:9][C:7]([NH:8][C:13]2[C:14](=[O:32])[N:15]([CH2:25][C:26]3[CH:27]=[N:28][CH:29]=[CH:30][CH:31]=3)[C:16](=[O:24])[C:17]=2[C:18]2[CH:19]=[CH:20][CH:21]=[CH:22][CH:23]=2)=[CH:6][CH:5]=1. The yield is 0.750. (9) The reactants are Cl[C:2]1[C:7]([N+:8]([O-:10])=[O:9])=[CH:6][CH:5]=[CH:4][N:3]=1.[CH:11]1([NH2:18])[CH2:16][CH2:15][CH:14]([NH2:17])[CH2:13][CH2:12]1.CN(C)C=O.C(=O)([O-])[O-].[Na+].[Na+]. The catalyst is O. The product is [N+:8]([C:7]1[C:2]([NH:17][CH:14]2[CH2:15][CH2:16][CH:11]([NH2:18])[CH2:12][CH2:13]2)=[N:3][CH:4]=[CH:5][CH:6]=1)([O-:10])=[O:9]. The yield is 0.549.